Dataset: Reaction yield outcomes from USPTO patents with 853,638 reactions. Task: Predict the reaction yield, written as a fraction of the theoretical maximum amount of product (1.0 means a 100% yield; for example, 0.34 means a 34% yield). (1) The reactants are [NH2:1][C@H:2]([C:4]1[N:5]([C:16]2[CH:21]=[CH:20][CH:19]=[CH:18][CH:17]=2)[C:6](=[O:15])[C:7]2[C:12]([CH:13]=1)=[CH:11][CH:10]=[CH:9][C:8]=2[Cl:14])[CH3:3].Cl[C:23]1[N:31]=[CH:30][N:29]=[C:28]2[C:24]=1[N:25]=[CH:26][N:27]2[CH:32]1[CH2:37][CH2:36][CH2:35][CH2:34][O:33]1.CC(O)C.C(N(CC)CC)C. The catalyst is CCCCCCC. The product is [Cl:14][C:8]1[CH:9]=[CH:10][CH:11]=[C:12]2[C:7]=1[C:6](=[O:15])[N:5]([C:16]1[CH:21]=[CH:20][CH:19]=[CH:18][CH:17]=1)[C:4]([C@@H:2]([NH:1][C:23]1[N:31]=[CH:30][N:29]=[C:28]3[C:24]=1[N:25]=[CH:26][N:27]3[CH:32]1[CH2:37][CH2:36][CH2:35][CH2:34][O:33]1)[CH3:3])=[CH:13]2. The yield is 0.901. (2) The reactants are [C:1]([O:5][C:6]([NH:8][CH2:9][C:10]1[CH:18]=[CH:17][CH:16]=[C:15]([N+:19]([O-])=O)[C:11]=1[C:12]([OH:14])=[O:13])=[O:7])([CH3:4])([CH3:3])[CH3:2]. The catalyst is CO.CCOCC.[Pd]. The product is [NH2:19][C:15]1[CH:16]=[CH:17][CH:18]=[C:10]([CH2:9][NH:8][C:6]([O:5][C:1]([CH3:4])([CH3:3])[CH3:2])=[O:7])[C:11]=1[C:12]([OH:14])=[O:13]. The yield is 0.650.